From a dataset of Forward reaction prediction with 1.9M reactions from USPTO patents (1976-2016). Predict the product of the given reaction. Given the reactants [Cl:1][C:2]1[N:7]=[C:6]([NH2:8])[CH:5]=[CH:4][C:3]=1[F:9].N1C=CC=CC=1.[C:16](Cl)(=[O:24])[O:17][C:18]1[CH:23]=[CH:22][CH:21]=[CH:20][CH:19]=1.O, predict the reaction product. The product is: [Cl:1][C:2]1[N:7]=[C:6]([NH:8][C:16](=[O:24])[O:17][C:18]2[CH:23]=[CH:22][CH:21]=[CH:20][CH:19]=2)[CH:5]=[CH:4][C:3]=1[F:9].